Task: Predict the reactants needed to synthesize the given product.. Dataset: Full USPTO retrosynthesis dataset with 1.9M reactions from patents (1976-2016) (1) The reactants are: Br[C:2]1[CH:7]=[CH:6][C:5]2[C:8]3[CH2:13][CH2:12][N:11]([C:14]([O:16][C:17]([CH3:20])([CH3:19])[CH3:18])=[O:15])[CH2:10][C:9]=3[O:21][C:4]=2[CH:3]=1.[F:22][C:23]1[CH:24]=[CH:25][C:26]([CH2:29][O:30][C:31]2[CH:36]=[CH:35][NH:34][C:33](=[O:37])[CH:32]=2)=[N:27][CH:28]=1.C([O-])([O-])=O.[Cs+].[Cs+].CN[C@H]1CCCC[C@@H]1NC. Given the product [F:22][C:23]1[CH:24]=[CH:25][C:26]([CH2:29][O:30][C:31]2[CH:36]=[CH:35][N:34]([C:2]3[CH:7]=[CH:6][C:5]4[C:8]5[CH2:13][CH2:12][N:11]([C:14]([O:16][C:17]([CH3:20])([CH3:19])[CH3:18])=[O:15])[CH2:10][C:9]=5[O:21][C:4]=4[CH:3]=3)[C:33](=[O:37])[CH:32]=2)=[N:27][CH:28]=1, predict the reactants needed to synthesize it. (2) The reactants are: [C:1]([O:4][CH2:5][C@H:6]1[CH2:11][C@@H:10]([O:12][C:13](=[O:15])[CH3:14])[CH2:9][CH2:8][C@@:7]1([C@H:17]1[CH2:25][CH2:24][C@@:23]2([CH3:26])[C@@H:19]([CH2:20][CH2:21][C:22]2=[CH2:27])[C@@H:18]1[CH:28]=[O:29])[CH3:16])(=[O:3])[CH3:2].[O-:30]Cl=O.[Na+].CC(=CC)C. Given the product [C:13]([O:12][C@H:10]1[CH2:9][CH2:8][C@@:7]([C@H:17]2[CH2:25][CH2:24][C@@:23]3([CH3:26])[C@@H:19]([CH2:20][CH2:21][C:22]3=[CH2:27])[C@@H:18]2[C:28]([OH:30])=[O:29])([CH3:16])[C@H:6]([CH2:5][O:4][C:1](=[O:3])[CH3:2])[CH2:11]1)(=[O:15])[CH3:14], predict the reactants needed to synthesize it.